Dataset: Full USPTO retrosynthesis dataset with 1.9M reactions from patents (1976-2016). Task: Predict the reactants needed to synthesize the given product. (1) Given the product [Br:13][C:14]1[CH:15]=[CH:16][C:17]([OH:23])=[C:18]([C:19]2[O:1][N:2]=[C:3]([C:5]3[C:10]([O:11][CH3:12])=[CH:9][CH:8]=[CH:7][N:6]=3)[N:4]=2)[CH:22]=1, predict the reactants needed to synthesize it. The reactants are: [OH:1][NH:2][C:3]([C:5]1[C:10]([O:11][CH3:12])=[CH:9][CH:8]=[CH:7][N:6]=1)=[NH:4].[Br:13][C:14]1[CH:22]=[C:18]([C:19](O)=O)[C:17]([OH:23])=[CH:16][CH:15]=1. (2) The reactants are: [C:1]([C:3]1[CH:4]=[CH:5][C:6]([NH:9][CH:10]2[CH2:15][CH2:14][CH2:13][N:12](C(OC(C)(C)C)=O)[CH2:11]2)=[N:7][CH:8]=1)#[N:2].[ClH:23]. Given the product [ClH:23].[NH:12]1[CH2:13][CH2:14][CH2:15][CH:10]([NH:9][C:6]2[N:7]=[CH:8][C:3]([C:1]#[N:2])=[CH:4][CH:5]=2)[CH2:11]1, predict the reactants needed to synthesize it.